The task is: Predict the product of the given reaction.. This data is from Forward reaction prediction with 1.9M reactions from USPTO patents (1976-2016). (1) Given the reactants [NH2:1][C:2]1[C:7]([C:8]([C:10]2[CH:15]=[CH:14][C:13]([CH3:16])=[CH:12][CH:11]=2)=[O:9])=[CH:6][N:5]=[C:4](S(CC)=O)[N:3]=1.FC(F)(F)C(O)=O.[CH3:28][S:29]([N:32]1[CH2:37][CH2:36][CH:35]([NH2:38])[CH2:34][CH2:33]1)(=[O:31])=[O:30], predict the reaction product. The product is: [NH2:1][C:2]1[C:7]([C:8]([C:10]2[CH:11]=[CH:12][C:13]([CH3:16])=[CH:14][CH:15]=2)=[O:9])=[CH:6][N:5]=[C:4]([NH:38][CH:35]2[CH2:36][CH2:37][N:32]([S:29]([CH3:28])(=[O:31])=[O:30])[CH2:33][CH2:34]2)[N:3]=1. (2) The product is: [CH2:1]([C:8]1[CH:13]=[CH:12][N:11]=[C:10]([CH2:14][OH:15])[CH:9]=1)[C:2]1[CH:3]=[CH:4][CH:5]=[CH:6][CH:7]=1. Given the reactants [CH2:1]([C:8]1[CH:13]=[CH:12][N:11]=[C:10]([C:14](OC)=[O:15])[CH:9]=1)[C:2]1[CH:7]=[CH:6][CH:5]=[CH:4][CH:3]=1.C1COCC1.[BH4-].[Na+].[Li+].[Cl-], predict the reaction product. (3) Given the reactants Cl.[Cl:2][C:3]1[CH:8]=[CH:7][C:6]([NH:9][NH2:10])=[CH:5][CH:4]=1.[CH2:11](Br)[C:12]#[CH:13].C1(C)C=CC=CC=1, predict the reaction product. The product is: [Cl:2][C:3]1[CH:8]=[CH:7][C:6]([N:9]([CH2:13][C:12]#[CH:11])[NH2:10])=[CH:5][CH:4]=1. (4) Given the reactants [CH2:1]([O:3][CH2:4][C:5]([O:7][CH2:8][CH3:9])=[O:6])[CH3:2].[C:10]1([CH3:18])[CH:15]=[CH:14][C:13]([CH:16]=O)=[CH:12][CH:11]=1.CC(C)([O-])C.[K+], predict the reaction product. The product is: [CH2:8]([O:7][C:5](=[O:6])[C:4]([O:3][CH2:1][CH3:2])=[CH:18][C:10]1[CH:15]=[CH:14][C:13]([CH3:16])=[CH:12][CH:11]=1)[CH3:9]. (5) Given the reactants [H-].[Na+].[C:3]([C:6]1[CH:11]=[CH:10][CH:9]=[CH:8][CH:7]=1)(=[O:5])[CH3:4].[CH3:12][C:13]1[S:14][CH:15]=[C:16]([C:18](OCC)=[O:19])[N:17]=1.C(O)(=O)C, predict the reaction product. The product is: [CH3:12][C:13]1[S:14][CH:15]=[C:16]([C:18](=[O:19])[CH2:4][C:3]([C:6]2[CH:11]=[CH:10][CH:9]=[CH:8][CH:7]=2)=[O:5])[N:17]=1. (6) The product is: [CH3:22][S:23]([C:26]1[CH:31]=[CH:30][C:29]([O:1][CH2:2][CH2:3][N:4]([CH2:17][C:18]([F:19])([F:20])[F:21])[C:5]2[CH:12]=[CH:11][C:8]([C:9]#[N:10])=[C:7]([C:13]([F:15])([F:16])[F:14])[CH:6]=2)=[CH:28][CH:27]=1)(=[O:25])=[O:24]. Given the reactants [OH:1][CH2:2][CH2:3][N:4]([CH2:17][C:18]([F:21])([F:20])[F:19])[C:5]1[CH:12]=[CH:11][C:8]([C:9]#[N:10])=[C:7]([C:13]([F:16])([F:15])[F:14])[CH:6]=1.[CH3:22][S:23]([C:26]1[CH:31]=[CH:30][C:29](O)=[CH:28][CH:27]=1)(=[O:25])=[O:24], predict the reaction product. (7) Given the reactants Br[C:2]1[CH:7]=[CH:6][CH:5]=[C:4]([CH3:8])[C:3]=1[C:9]([F:12])([F:11])[F:10].C(N(CC)C(C)C)(C)C.[CH2:22]([O:24][CH:25]([O:28]CC)[CH:26]=[CH2:27])[CH3:23], predict the reaction product. The product is: [CH2:22]([O:24][C:25](=[O:28])[CH2:26][CH2:27][C:2]1[CH:7]=[CH:6][CH:5]=[C:4]([CH3:8])[C:3]=1[C:9]([F:12])([F:11])[F:10])[CH3:23].